This data is from Full USPTO retrosynthesis dataset with 1.9M reactions from patents (1976-2016). The task is: Predict the reactants needed to synthesize the given product. (1) Given the product [C:19]([O:18][C:16]([NH:15][CH2:14][CH2:13][CH2:12][C@@H:11]([C:23]([NH:25][CH2:26][CH:27]([OH:37])[CH2:28][NH:29][C:30]([O:32][C:33]([CH3:36])([CH3:35])[CH3:34])=[O:31])=[O:24])[NH2:10])=[O:17])([CH3:22])([CH3:21])[CH3:20], predict the reactants needed to synthesize it. The reactants are: C(OC(=O)[NH:10][C@H:11]([C:23]([NH:25][CH2:26][CH:27]([OH:37])[CH2:28][NH:29][C:30]([O:32][C:33]([CH3:36])([CH3:35])[CH3:34])=[O:31])=[O:24])[CH2:12][CH2:13][CH2:14][NH:15][C:16]([O:18][C:19]([CH3:22])([CH3:21])[CH3:20])=[O:17])C1C=CC=CC=1. (2) Given the product [Cl:16][C:17]1[CH:18]=[C:19]2[C:27](=[CH:28][CH:29]=1)[NH:26][C:25]1[CH:24]([NH:30][C:7]([C:2]3[CH:3]=[N:4][CH:5]=[CH:6][N:1]=3)=[O:9])[CH2:23][CH2:22][CH2:21][C:20]2=1, predict the reactants needed to synthesize it. The reactants are: [NH:1]1[CH2:6][CH2:5][NH:4][CH2:3][CH:2]1[C:7]([OH:9])=O.C(Cl)(=O)C(Cl)=O.[Cl:16][C:17]1[CH:18]=[C:19]2[C:27](=[CH:28][CH:29]=1)[NH:26][C:25]1[CH:24]([NH2:30])[CH2:23][CH2:22][CH2:21][C:20]2=1.C(N(CC)CC)C. (3) The reactants are: [Cl:1][C:2]1[CH:3]=[CH:4][C:5]([O:22][C:23]2[CH:28]=[C:27]([F:29])[C:26]([S:30](=[O:49])(=[O:48])[N:31]([CH2:37][C:38]3[CH:43]=[CH:42][C:41]([O:44][CH3:45])=[CH:40][C:39]=3[O:46][CH3:47])[C:32]3[S:33][CH:34]=[CH:35][N:36]=3)=[CH:25][C:24]=2[Cl:50])=[C:6]([CH2:8][CH2:9][CH2:10][N:11]([C:17]([O:19][CH2:20][CH3:21])=[O:18])[CH2:12][C:13]([O:15]C)=[O:14])[CH:7]=1.O.[OH-].[Li+].O.Cl. Given the product [Cl:1][C:2]1[CH:3]=[CH:4][C:5]([O:22][C:23]2[CH:28]=[C:27]([F:29])[C:26]([S:30](=[O:48])(=[O:49])[N:31]([CH2:37][C:38]3[CH:43]=[CH:42][C:41]([O:44][CH3:45])=[CH:40][C:39]=3[O:46][CH3:47])[C:32]3[S:33][CH:34]=[CH:35][N:36]=3)=[CH:25][C:24]=2[Cl:50])=[C:6]([CH2:8][CH2:9][CH2:10][N:11]([C:17]([O:19][CH2:20][CH3:21])=[O:18])[CH2:12][C:13]([OH:15])=[O:14])[CH:7]=1, predict the reactants needed to synthesize it. (4) Given the product [C:2]([O:6][C:7](=[O:11])[C@@H:8](/[N:9]=[CH:28]/[CH2:27][C:26]([CH3:31])([CH3:30])[CH3:25])[CH3:10])([CH3:5])([CH3:4])[CH3:3], predict the reactants needed to synthesize it. The reactants are: Cl.[C:2]([O:6][C:7](=[O:11])[C@H:8]([CH3:10])[NH2:9])([CH3:5])([CH3:4])[CH3:3].[O-]S([O-])(=O)=O.[Mg+2].C(N(CC)CC)C.[CH3:25][C:26]([CH3:31])([CH3:30])[CH2:27][CH:28]=O. (5) The reactants are: [NH2:1][C:2]1[N:7]=[C:6]([C@@H:8]([NH:18][C:19](=[O:31])[CH2:20][C:21]2[C:29]3[C:24](=[CH:25][CH:26]=[C:27]([F:30])[CH:28]=3)[NH:23][CH:22]=2)[CH2:9][C:10]2[CH:15]=[C:14]([F:16])[CH:13]=[C:12]([F:17])[CH:11]=2)[C:5]([C:32]2[CH:33]=CC(F)=[C:36]([CH:40]=2)C(N)=O)=[CH:4][CH:3]=1.NC1N=C(C(NC(=O)CC2C3C(=CC=C(F)C=3)NC=2)CC2C=C(F)C=C(F)C=2)C(Br)=CC=1.[CH3:74][O:75][C:76]1C=C(B(O)O)C=C[N:77]=1. Given the product [NH2:1][C:2]1[N:7]=[C:6]([CH:8]([NH:18][C:19](=[O:31])[CH2:20][C:21]2[C:29]3[C:24](=[CH:25][CH:26]=[C:27]([F:30])[CH:28]=3)[NH:23][CH:22]=2)[CH2:9][C:10]2[CH:15]=[C:14]([F:16])[CH:13]=[C:12]([F:17])[CH:11]=2)[C:5]([C:32]2[CH:40]=[CH:36][N:77]=[C:76]([O:75][CH3:74])[CH:33]=2)=[CH:4][CH:3]=1, predict the reactants needed to synthesize it.